This data is from Forward reaction prediction with 1.9M reactions from USPTO patents (1976-2016). The task is: Predict the product of the given reaction. (1) Given the reactants [CH3:1][O:2][CH:3]1[C:12]2[C:7](=[CH:8][CH:9]=[C:10]([C:13]3[C:18](=[O:19])[N:17]([CH2:20][C:21]4[CH:26]=[CH:25][C:24]([C:27]5[C:28]([C:33]#[N:34])=[CH:29][CH:30]=[CH:31][CH:32]=5)=[CH:23][CH:22]=4)[C:16]([CH2:35][CH2:36][CH3:37])=[N:15][C:14]=3[CH3:38])[CH:11]=2)[O:6][C:5]([CH3:40])([CH3:39])[CH2:4]1.Cl.[NH2:42]O.[C:44](=[O:47])([O-])[OH:45].[Na+], predict the reaction product. The product is: [CH3:1][O:2][CH:3]1[C:12]2[C:7](=[CH:8][CH:9]=[C:10]([C:13]3[C:18](=[O:19])[N:17]([CH2:20][C:21]4[CH:26]=[CH:25][C:24]([C:27]5[CH:32]=[CH:31][CH:30]=[CH:29][C:28]=5[C:33]5[NH:42][C:44](=[O:47])[O:45][N:34]=5)=[CH:23][CH:22]=4)[C:16]([CH2:35][CH2:36][CH3:37])=[N:15][C:14]=3[CH3:38])[CH:11]=2)[O:6][C:5]([CH3:39])([CH3:40])[CH2:4]1. (2) The product is: [CH3:33][S:30]([C:27]1[CH:28]=[CH:29][C:24]([C@H:15]([CH2:16][C:17]2[CH:22]=[CH:21][CH:20]=[CH:19][C:18]=2[CH3:23])[C:14]([OH:34])=[O:36])=[CH:25][CH:26]=1)(=[O:32])=[O:31]. Given the reactants C([C@H]1COC(=O)N1[C:14](=[O:34])[C@H:15]([C:24]1[CH:29]=[CH:28][C:27]([S:30]([CH3:33])(=[O:32])=[O:31])=[CH:26][CH:25]=1)[CH2:16][C:17]1[CH:22]=[CH:21][CH:20]=[CH:19][C:18]=1[CH3:23])C1C=CC=CC=1.[Li+].[OH-:36].O, predict the reaction product.